Dataset: Catalyst prediction with 721,799 reactions and 888 catalyst types from USPTO. Task: Predict which catalyst facilitates the given reaction. (1) Reactant: Cl[C:2]1[N:3]=[C:4]([NH:21][C:22]2[CH:23]=[C:24]3[C:28](=[CH:29][CH:30]=2)[N:27]([CH3:31])[N:26]=[CH:25]3)[C:5]2[CH:10]=[CH:9][N:8]([S:11]([C:14]3[CH:20]=[CH:19][C:17]([CH3:18])=[CH:16][CH:15]=3)(=[O:13])=[O:12])[C:6]=2[N:7]=1.[NH2:32][C:33]1[CH:41]=[CH:40][C:36]([C:37]([NH2:39])=[O:38])=[CH:35][CH:34]=1.C[Si](Cl)(C)C. Product: [CH3:31][N:27]1[C:28]2[C:24](=[CH:23][C:22]([NH:21][C:4]3[C:5]4[CH:10]=[CH:9][N:8]([S:11]([C:14]5[CH:20]=[CH:19][C:17]([CH3:18])=[CH:16][CH:15]=5)(=[O:13])=[O:12])[C:6]=4[N:7]=[C:2]([NH:32][C:33]4[CH:41]=[CH:40][C:36]([C:37]([NH2:39])=[O:38])=[CH:35][CH:34]=4)[N:3]=3)=[CH:30][CH:29]=2)[CH:25]=[N:26]1. The catalyst class is: 51. (2) Reactant: C1(C(C2C=CC=CC=2)[N:8]2[C:16]3[C:11](=[CH:12][CH:13]=[CH:14][C:15]=3[F:17])[C:10]3([C:29]4[C:20](=[CH:21][C:22]5[O:27][CH2:26][CH2:25][O:24][C:23]=5[CH:28]=4)[O:19][CH2:18]3)[C:9]2=[O:30])C=CC=CC=1.C([SiH](CC)CC)C. Product: [F:17][C:15]1[CH:14]=[CH:13][CH:12]=[C:11]2[C:16]=1[NH:8][C:9](=[O:30])[C:10]12[C:29]2[C:20](=[CH:21][C:22]3[O:27][CH2:26][CH2:25][O:24][C:23]=3[CH:28]=2)[O:19][CH2:18]1. The catalyst class is: 55. (3) Reactant: I[C:2]1[C:3]([CH3:11])=[N:4][N:5]2[CH:10]=[CH:9][CH:8]=[CH:7][C:6]=12.C([Mg]Cl)(C)C.[Li+].[Cl-].[Cl:19][C:20]1[C:25]([F:26])=[C:24]([Cl:27])[N:23]=[C:22](S(C)(=O)=O)[N:21]=1. Product: [Cl:19][C:20]1[C:25]([F:26])=[C:24]([Cl:27])[N:23]=[C:22]([C:2]2[C:3]([CH3:11])=[N:4][N:5]3[CH:10]=[CH:9][CH:8]=[CH:7][C:6]=23)[N:21]=1. The catalyst class is: 1.